From a dataset of Full USPTO retrosynthesis dataset with 1.9M reactions from patents (1976-2016). Predict the reactants needed to synthesize the given product. (1) Given the product [N:5]1[C:6]2[C:11](=[CH:10][CH:9]=[CH:8][CH:7]=2)[C:2]([NH2:24])=[N:3][CH:4]=1, predict the reactants needed to synthesize it. The reactants are: Cl[C:2]1[C:11]2[C:6](=[C:7](OC)[C:8](OC)=[CH:9][CH:10]=2)[N:5]=[CH:4][N:3]=1.Cl.CO[C@@H]1COC[C@H]1[NH2:24].O. (2) The reactants are: [I:1][C:2]1[CH:7]=[CH:6][CH:5]=[CH:4][C:3]=1[CH2:8][CH:9]([NH:15][CH3:16])[C:10]([O:12][CH2:13][CH3:14])=[O:11].[C:17]([O:21][C:22]([CH2:24][NH:25][CH:26]([CH2:30][C:31]1[CH:36]=[CH:35][CH:34]=[CH:33][CH:32]=1)[C:27](O)=[O:28])=[O:23])([CH3:20])([CH3:19])[CH3:18].C(N(C(C)C)C(C)C)C.CCN=C=NCCCN(C)C. Given the product [C:17]([O:21][C:22]([CH2:24][NH:25][CH:26]([CH2:30][C:31]1[CH:32]=[CH:33][CH:34]=[CH:35][CH:36]=1)[C:27]([CH2:16][NH:15][CH:9]([CH2:8][C:3]1[CH:4]=[CH:5][CH:6]=[CH:7][C:2]=1[I:1])[C:10]([O:12][CH2:13][CH3:14])=[O:11])=[O:28])=[O:23])([CH3:20])([CH3:18])[CH3:19], predict the reactants needed to synthesize it. (3) Given the product [Br:8][C:6]1[N:7]=[C:2]([Br:1])[C:3]2[N:4]([N:11]=[C:10]([C:12]3[O:13][CH:14]=[CH:15][CH:16]=3)[N:9]=2)[CH:5]=1, predict the reactants needed to synthesize it. The reactants are: [Br:1][C:2]1[C:3]([NH:9][C:10]([C:12]2[O:13][CH:14]=[CH:15][CH:16]=2)=[NH:11])=[N:4][CH:5]=[C:6]([Br:8])[N:7]=1.C([O-])(=O)C.C([O-])(=O)C.C([O-])(=O)C.C([O-])(=O)C.[Pb+4]. (4) Given the product [F:41][CH:39]([F:40])[C:29]1[N:28]([C:18]2[N:19]=[C:20]([N:22]3[CH2:27][CH2:26][O:25][CH2:24][CH2:23]3)[N:21]=[C:16]([NH:1][C:2]3[CH:3]=[N:4][CH:5]=[CH:6][C:7]=3[O:8][CH3:9])[N:17]=2)[C:32]2[CH:33]=[CH:34][CH:35]=[C:36]([O:37][CH3:38])[C:31]=2[N:30]=1, predict the reactants needed to synthesize it. The reactants are: [NH2:1][C:2]1[CH:3]=[N:4][CH:5]=[CH:6][C:7]=1[O:8][CH3:9].C([Li])CCC.Cl[C:16]1[N:21]=[C:20]([N:22]2[CH2:27][CH2:26][O:25][CH2:24][CH2:23]2)[N:19]=[C:18]([N:28]2[C:32]3[CH:33]=[CH:34][CH:35]=[C:36]([O:37][CH3:38])[C:31]=3[N:30]=[C:29]2[CH:39]([F:41])[F:40])[N:17]=1. (5) Given the product [N:50]1([CH2:49][CH2:48][NH:47][C:42]2[N:41]=[C:40]([C:38]3[S:37][C:36]4[C:31]([C:25]5[CH:26]=[C:27]([F:30])[CH:28]=[CH:29][C:24]=5[C@H:22]([NH:21][C:20](=[O:55])[C@H:18]([NH2:17])[CH3:19])[CH3:23])=[CH:32][CH:33]=[CH:34][C:35]=4[CH:39]=3)[C:45]([F:46])=[CH:44][N:43]=2)[CH:54]=[CH:53][N:52]=[N:51]1, predict the reactants needed to synthesize it. The reactants are: C1C2C(COC(=O)[NH:17][CH:18]([C:20](=[O:55])[NH:21][CH:22]([C:24]3[CH:29]=[CH:28][C:27]([F:30])=[CH:26][C:25]=3[C:31]3[C:36]4[S:37][C:38]([C:40]5[C:45]([F:46])=[CH:44][N:43]=[C:42]([NH:47][CH2:48][CH2:49][N:50]6[CH:54]=[CH:53][N:52]=[N:51]6)[N:41]=5)=[CH:39][C:35]=4[CH:34]=[CH:33][CH:32]=3)[CH3:23])[CH3:19])C3C(=CC=CC=3)C=2C=CC=1. (6) Given the product [O:14]([CH2:13][CH2:12][CH2:11][CH2:10][CH2:9][O:8][C:4]1[CH:5]=[N:6][CH:7]=[C:2]([N:34]2[CH2:39][CH2:38][NH:37][CH2:36][CH2:35]2)[N:3]=1)[C:15]1[CH:20]=[CH:19][CH:18]=[CH:17][CH:16]=1, predict the reactants needed to synthesize it. The reactants are: Cl[C:2]1[CH:7]=[N:6][CH:5]=[C:4]([O:8][CH2:9][CH2:10][CH2:11][CH2:12][CH2:13][O:14][C:15]2[CH:20]=[CH:19][CH:18]=[CH:17][CH:16]=2)[N:3]=1.O(CCCCCO)C1C=CC=CC=1.[NH:34]1[CH2:39][CH2:38][NH:37][CH2:36][CH2:35]1.C([O-])([O-])=O.[K+].[K+]. (7) Given the product [NH2:8][C:9]1[CH:14]=[CH:13][CH:12]=[CH:11][C:10]=1[NH:15][C:16](=[O:37])/[CH:17]=[CH:18]/[C:19]1[CH:23]=[CH:22][N:21]([S:24]([C:27]2[CH:36]=[CH:35][C:34]3[C:29](=[CH:30][CH:31]=[CH:32][CH:33]=3)[CH:28]=2)(=[O:26])=[O:25])[CH:20]=1, predict the reactants needed to synthesize it. The reactants are: Br.C(OC(=O)[NH:8][C:9]1[CH:14]=[CH:13][CH:12]=[CH:11][C:10]=1[NH:15][C:16](=[O:37])/[CH:17]=[CH:18]/[C:19]1[CH:23]=[CH:22][N:21]([S:24]([C:27]2[CH:36]=[CH:35][C:34]3[C:29](=[CH:30][CH:31]=[CH:32][CH:33]=3)[CH:28]=2)(=[O:26])=[O:25])[CH:20]=1)(C)(C)C.